From a dataset of Full USPTO retrosynthesis dataset with 1.9M reactions from patents (1976-2016). Predict the reactants needed to synthesize the given product. (1) Given the product [O:17]=[C:15]1[O:19][C@H:12]([C:9]2[CH:8]=[CH:7][C:6]([NH:5][S:2]([CH3:1])(=[O:3])=[O:4])=[CH:11][CH:10]=2)[CH2:13][CH2:14]1, predict the reactants needed to synthesize it. The reactants are: [CH3:1][S:2]([NH:5][C:6]1[CH:11]=[CH:10][C:9]([C@@H:12]([OH:19])[CH2:13][CH2:14][C:15]([O:17]C)=O)=[CH:8][CH:7]=1)(=[O:4])=[O:3].CC1C=CC(S(O)(=O)=O)=CC=1.O. (2) Given the product [Cl:18][C:4]1[C:5]([NH:8][CH2:9][C:10]2[CH:15]=[CH:14][C:13]([O:16][CH3:17])=[CH:12][CH:11]=2)=[N:6][CH:7]=[C:2]([C:36]2[CH:35]=[CH:34][C:33]3[N:29]([CH3:28])[S:30](=[O:47])(=[O:48])[CH2:31][C:32]=3[CH:37]=2)[C:3]=1[N:19]1[CH2:24][CH2:23][C@@H:22]([C:25]#[N:26])[C@H:21]([OH:27])[CH2:20]1, predict the reactants needed to synthesize it. The reactants are: Br[C:2]1[C:3]([N:19]2[CH2:24][CH2:23][C@@H:22]([C:25]#[N:26])[C@H:21]([OH:27])[CH2:20]2)=[C:4]([Cl:18])[C:5]([NH:8][CH2:9][C:10]2[CH:15]=[CH:14][C:13]([O:16][CH3:17])=[CH:12][CH:11]=2)=[N:6][CH:7]=1.[CH3:28][N:29]1[C:33]2[CH:34]=[CH:35][C:36](B3OC(C)(C)C(C)(C)O3)=[CH:37][C:32]=2[CH2:31][S:30]1(=[O:48])=[O:47].C(=O)([O-])[O-].[K+].[K+].C(Cl)Cl. (3) Given the product [Cl:14][C:10]1[CH:9]=[C:8]([NH:7][C:4]2[C:3]([C:15]([NH2:17])=[O:16])=[C:2]([N:1]=[CH:31][C:28]3[CH:27]=[CH:26][C:25]([O:24][C:19]4[N:18]=[CH:23][CH:22]=[CH:21][N:20]=4)=[CH:30][CH:29]=3)[NH:6][N:5]=2)[CH:13]=[CH:12][CH:11]=1, predict the reactants needed to synthesize it. The reactants are: [NH2:1][C:2]1[NH:6][N:5]=[C:4]([NH:7][C:8]2[CH:13]=[CH:12][CH:11]=[C:10]([Cl:14])[CH:9]=2)[C:3]=1[C:15]([NH2:17])=[O:16].[N:18]1[CH:23]=[CH:22][CH:21]=[N:20][C:19]=1[O:24][C:25]1[CH:30]=[CH:29][C:28]([CH:31]=O)=[CH:27][CH:26]=1. (4) Given the product [CH2:17]([N:16]([CH2:19][CH3:20])[CH2:15][CH2:14][N:13]1[C:12]2[CH:21]=[CH:22][C:23]([NH:25][C:33]([C:35]3[S:36][CH:37]=[CH:38][CH:39]=3)=[NH:34])=[CH:24][C:11]=2[N:10]=[C:9]1[CH2:8][C:7]1[CH:28]=[CH:29][C:4]([O:3][CH2:1][CH3:2])=[CH:5][CH:6]=1)[CH3:18], predict the reactants needed to synthesize it. The reactants are: [CH2:1]([O:3][C:4]1[CH:29]=[CH:28][C:7]([CH2:8][C:9]2[N:13]([CH2:14][CH2:15][N:16]([CH2:19][CH3:20])[CH2:17][CH3:18])[C:12]3[CH:21]=[CH:22][C:23]([N+:25]([O-])=O)=[CH:24][C:11]=3[N:10]=2)=[CH:6][CH:5]=1)[CH3:2].I.CS[C:33]([C:35]1[S:36][CH:37]=[CH:38][CH:39]=1)=[NH:34]. (5) The reactants are: [CH2:1]([O:3][C:4]([C:6]1[N:7]([C:16]2[CH:21]=[CH:20][C:19]([O:22][CH:23]([CH3:25])[CH3:24])=[CH:18][CH:17]=2)[C:8]2[C:13]([CH:14]=1)=[CH:12][C:11]([OH:15])=[CH:10][CH:9]=2)=[O:5])[CH3:2].C([O-])([O-])=O.[K+].[K+].Cl[C:33]1[CH:38]=[CH:37][C:36]([C:39]([F:42])([F:41])[F:40])=[CH:35][N:34]=1.CN(C=O)C. Given the product [CH2:1]([O:3][C:4]([C:6]1[N:7]([C:16]2[CH:21]=[CH:20][C:19]([O:22][CH:23]([CH3:24])[CH3:25])=[CH:18][CH:17]=2)[C:8]2[C:13]([CH:14]=1)=[CH:12][C:11]([O:15][C:33]1[CH:38]=[CH:37][C:36]([C:39]([F:42])([F:41])[F:40])=[CH:35][N:34]=1)=[CH:10][CH:9]=2)=[O:5])[CH3:2], predict the reactants needed to synthesize it. (6) Given the product [C:1]([C:3]1[CH:4]=[C:5]([CH:6]=[C:7]([O:9][CH3:10])[CH:8]=1)[O:11][CH:19]([CH2:29][O:30][CH3:31])[C:20]([NH:22][C:23]([CH3:28])([C:24]#[C:25][CH3:26])[CH3:27])=[O:21])#[N:2], predict the reactants needed to synthesize it. The reactants are: [C:1]([C:3]1[CH:4]=[C:5]([OH:11])[CH:6]=[C:7]([O:9][CH3:10])[CH:8]=1)#[N:2].C(=O)([O-])[O-].[K+].[K+].Br[CH:19]([CH2:29][O:30][CH3:31])[C:20]([NH:22][C:23]([CH3:28])([CH3:27])[C:24]#[C:25][CH3:26])=[O:21].O. (7) Given the product [CH:12]1([CH2:11][NH:10][C:6]2[C:7]([C:8]#[N:9])=[C:2]([N:30]3[CH2:29][CH:28]=[C:27]([C:24]4[CH:25]=[CH:26][C:21]([F:20])=[CH:22][CH:23]=4)[CH2:32][CH2:31]3)[N:3]=[C:4]([NH:15][CH2:16][CH2:17][OH:18])[N:5]=2)[CH2:14][CH2:13]1, predict the reactants needed to synthesize it. The reactants are: Cl[C:2]1[C:7]([C:8]#[N:9])=[C:6]([NH:10][CH2:11][CH:12]2[CH2:14][CH2:13]2)[N:5]=[C:4]([NH:15][CH2:16][CH2:17][OH:18])[N:3]=1.Cl.[F:20][C:21]1[CH:26]=[CH:25][C:24]([C:27]2[CH2:28][CH2:29][NH:30][CH2:31][CH:32]=2)=[CH:23][CH:22]=1.C(N(C(C)C)C(C)C)C.